This data is from Full USPTO retrosynthesis dataset with 1.9M reactions from patents (1976-2016). The task is: Predict the reactants needed to synthesize the given product. (1) Given the product [C:12]([C:2]1[CH:3]=[CH:4][C:5]([C:8]([F:11])([F:10])[F:9])=[N:6][CH:7]=1)([CH3:14])=[CH2:13], predict the reactants needed to synthesize it. The reactants are: Br[C:2]1[CH:3]=[CH:4][C:5]([C:8]([F:11])([F:10])[F:9])=[N:6][CH:7]=1.[C:12]([B-](F)(F)F)([CH3:14])=[CH2:13].[K+].C(Cl)Cl.C(N(CC)CC)C. (2) Given the product [NH:7]1[C:8]2[C:13](=[CH:12][CH:11]=[CH:10][CH:9]=2)[C:5]([CH2:4][C@:3]([CH3:17])([NH:2][C:19]2[S:20][CH:21]=[C:22]([C:24]3[CH:29]=[CH:28][C:27]([N+:30]([O-:32])=[O:31])=[CH:26][CH:25]=3)[N:23]=2)[C:14]([NH:78][CH2:77][C:71]2([C:68]3[CH:67]=[CH:66][C:65]([O:64][CH3:63])=[CH:70][N:69]=3)[CH2:72][CH2:73][CH2:74][CH2:75][CH2:76]2)=[O:16])=[CH:6]1, predict the reactants needed to synthesize it. The reactants are: S[NH:2][C@:3]([CH3:17])([C:14]([OH:16])=O)[CH2:4][C:5]1[C:13]2[C:8](=[CH:9][CH:10]=[CH:11][CH:12]=2)[NH:7][CH:6]=1.Cl[C:19]1[S:20][CH:21]=[C:22]([C:24]2[CH:29]=[CH:28][C:27]([N+:30]([O-:32])=[O:31])=[CH:26][CH:25]=2)[N:23]=1.C([O-])([O-])=O.[K+].[K+].CN(C(ON1N=NC2C=CC=CC1=2)=[N+](C)C)C.F[P-](F)(F)(F)(F)F.[CH3:63][O:64][C:65]1[CH:66]=[CH:67][C:68]([C:71]2([CH2:77][NH2:78])[CH2:76][CH2:75][CH2:74][CH2:73][CH2:72]2)=[N:69][CH:70]=1. (3) Given the product [CH:1]1([C:7]2[C:8]3[CH:9]=[CH:10][C:11]([C:29]([O:31][CH3:32])=[O:30])=[CH:12][C:13]=3[N:14]3[CH:20]=[C:19]([C:21]([OH:23])=[O:22])[CH2:18][C:17]4[CH:25]=[CH:26][CH:27]=[CH:28][C:16]=4[C:15]=23)[CH2:2][CH2:3][CH2:4][CH2:5][CH2:6]1, predict the reactants needed to synthesize it. The reactants are: [CH:1]1([C:7]2[C:8]3[CH:9]=[CH:10][C:11]([C:29]([O:31][CH3:32])=[O:30])=[CH:12][C:13]=3[N:14]3[CH2:20][C:19]([C:21]([O:23]C)=[O:22])=[CH:18][C:17]4[CH:25]=[CH:26][CH:27]=[CH:28][C:16]=4[C:15]=23)[CH2:6][CH2:5][CH2:4][CH2:3][CH2:2]1.[Li+].[OH-]. (4) Given the product [C:31]([O:35][C:36]([NH:38][C@@H:39]([C:41]1[C:42]([F:70])=[C:43]([C:2]2[CH:23]=[C:22]([NH:24][CH2:25][CH:26]3[CH2:28][C:27]3([F:29])[F:30])[CH:21]=[C:4]([CH2:5][O:6][C:7]3[CH:12]=[CH:11][CH:10]=[CH:9][C:8]=3[CH2:13][C:14]([O:16][C:17]([CH3:18])([CH3:20])[CH3:19])=[O:15])[CH:3]=2)[CH:44]=[CH:45][CH:46]=1)[CH3:40])=[O:37])([CH3:32])([CH3:33])[CH3:34], predict the reactants needed to synthesize it. The reactants are: Br[C:2]1[CH:3]=[C:4]([CH:21]=[C:22]([NH:24][CH2:25][CH:26]2[CH2:28][C:27]2([F:30])[F:29])[CH:23]=1)[CH2:5][O:6][C:7]1[CH:12]=[CH:11][CH:10]=[CH:9][C:8]=1[CH2:13][C:14]([O:16][C:17]([CH3:20])([CH3:19])[CH3:18])=[O:15].[C:31]([O:35][C:36]([NH:38][C@@H:39]([C:41]1[C:42]([F:70])=[C:43](C2C=C(O)C=C(COC3C=CC=CC=3CC(OC(C)(C)C)=O)C=2)[CH:44]=[CH:45][CH:46]=1)[CH3:40])=[O:37])([CH3:34])([CH3:33])[CH3:32].[O-]P([O-])([O-])=O.[K+].[K+].[K+].C(Cl)Cl. (5) Given the product [CH:30]1([N:27]2[CH2:26][CH2:25][N:24]([C:23]3[C:2]([C:35]#[C:34][Si:36]([CH:37]([CH3:39])[CH3:38])([CH:43]([CH3:45])[CH3:44])[CH:40]([CH3:42])[CH3:41])=[CH:3][C:4]4[C:16](=[O:17])[C:15]5[C:14]6[C:9](=[CH:10][C:11]([C:18]#[N:19])=[CH:12][CH:13]=6)[NH:8][C:7]=5[C:6]([CH3:21])([CH3:20])[C:5]=4[CH:22]=3)[CH2:29][CH2:28]2)[CH2:33][CH2:32][CH2:31]1, predict the reactants needed to synthesize it. The reactants are: Br[C:2]1[C:23]([N:24]2[CH2:29][CH2:28][N:27]([CH:30]3[CH2:33][CH2:32][CH2:31]3)[CH2:26][CH2:25]2)=[CH:22][C:5]2[C:6]([CH3:21])([CH3:20])[C:7]3[NH:8][C:9]4[C:14]([C:15]=3[C:16](=[O:17])[C:4]=2[CH:3]=1)=[CH:13][CH:12]=[C:11]([C:18]#[N:19])[CH:10]=4.[C:34]([Si:36]([CH:43]([CH3:45])[CH3:44])([CH:40]([CH3:42])[CH3:41])[CH:37]([CH3:39])[CH3:38])#[CH:35].C1(P(C2CCCCC2)C2C=CC=CC=2C2C(C(C)C)=CC(C(C)C)=CC=2C(C)C)CCCCC1.C(=O)([O-])[O-].[Cs+].[Cs+]. (6) Given the product [OH:20][C:17]([C:11]1([C:14]([N:32]2[CH2:33][CH2:34][N:29]([C:25]3[CH:24]=[C:23]([C:22]([F:36])([F:21])[F:35])[CH:28]=[CH:27][N:26]=3)[CH2:30][CH2:31]2)=[O:16])[CH2:12][CH2:13][CH:9]([NH:8][C:6](=[O:7])[O:5][C:1]([CH3:2])([CH3:3])[CH3:4])[CH2:10]1)([CH3:19])[CH3:18], predict the reactants needed to synthesize it. The reactants are: [C:1]([O:5][C:6]([NH:8][C@H:9]1[CH2:13][CH2:12][C:11]([C:17]([OH:20])([CH3:19])[CH3:18])([C:14]([OH:16])=O)[CH2:10]1)=[O:7])([CH3:4])([CH3:3])[CH3:2].[F:21][C:22]([F:36])([F:35])[C:23]1[CH:28]=[CH:27][N:26]=[C:25]([N:29]2[CH2:34][CH2:33][NH:32][CH2:31][CH2:30]2)[CH:24]=1.C(N(CC)CC)C.F[P-](F)(F)(F)(F)F.N1(O[P+](N(C)C)(N(C)C)N(C)C)C2C=CC=CC=2N=N1.